From a dataset of NCI-60 drug combinations with 297,098 pairs across 59 cell lines. Regression. Given two drug SMILES strings and cell line genomic features, predict the synergy score measuring deviation from expected non-interaction effect. (1) Drug 1: CCCS(=O)(=O)NC1=C(C(=C(C=C1)F)C(=O)C2=CNC3=C2C=C(C=N3)C4=CC=C(C=C4)Cl)F. Drug 2: C1CCN(CC1)CCOC2=CC=C(C=C2)C(=O)C3=C(SC4=C3C=CC(=C4)O)C5=CC=C(C=C5)O. Cell line: SF-539. Synergy scores: CSS=6.91, Synergy_ZIP=0.831, Synergy_Bliss=5.96, Synergy_Loewe=6.26, Synergy_HSA=6.16. (2) Drug 1: CC(C1=C(C=CC(=C1Cl)F)Cl)OC2=C(N=CC(=C2)C3=CN(N=C3)C4CCNCC4)N. Drug 2: CNC(=O)C1=CC=CC=C1SC2=CC3=C(C=C2)C(=NN3)C=CC4=CC=CC=N4. Cell line: SF-268. Synergy scores: CSS=12.8, Synergy_ZIP=7.00, Synergy_Bliss=14.6, Synergy_Loewe=10.9, Synergy_HSA=11.2. (3) Drug 1: CC1=C(N=C(N=C1N)C(CC(=O)N)NCC(C(=O)N)N)C(=O)NC(C(C2=CN=CN2)OC3C(C(C(C(O3)CO)O)O)OC4C(C(C(C(O4)CO)O)OC(=O)N)O)C(=O)NC(C)C(C(C)C(=O)NC(C(C)O)C(=O)NCCC5=NC(=CS5)C6=NC(=CS6)C(=O)NCCC[S+](C)C)O. Drug 2: COCCOC1=C(C=C2C(=C1)C(=NC=N2)NC3=CC=CC(=C3)C#C)OCCOC.Cl. Cell line: HL-60(TB). Synergy scores: CSS=2.79, Synergy_ZIP=-2.47, Synergy_Bliss=-1.36, Synergy_Loewe=-2.80, Synergy_HSA=-0.335. (4) Drug 1: CC1C(C(CC(O1)OC2CC(OC(C2O)C)OC3=CC4=CC5=C(C(=O)C(C(C5)C(C(=O)C(C(C)O)O)OC)OC6CC(C(C(O6)C)O)OC7CC(C(C(O7)C)O)OC8CC(C(C(O8)C)O)(C)O)C(=C4C(=C3C)O)O)O)O. Drug 2: B(C(CC(C)C)NC(=O)C(CC1=CC=CC=C1)NC(=O)C2=NC=CN=C2)(O)O. Cell line: K-562. Synergy scores: CSS=93.3, Synergy_ZIP=3.46, Synergy_Bliss=1.63, Synergy_Loewe=-0.813, Synergy_HSA=1.54. (5) Drug 1: CC1=CC=C(C=C1)C2=CC(=NN2C3=CC=C(C=C3)S(=O)(=O)N)C(F)(F)F. Drug 2: COCCOC1=C(C=C2C(=C1)C(=NC=N2)NC3=CC=CC(=C3)C#C)OCCOC.Cl. Cell line: NCIH23. Synergy scores: CSS=-2.31, Synergy_ZIP=2.17, Synergy_Bliss=2.84, Synergy_Loewe=-4.28, Synergy_HSA=-2.53.